This data is from Catalyst prediction with 721,799 reactions and 888 catalyst types from USPTO. The task is: Predict which catalyst facilitates the given reaction. (1) Reactant: C(OCC)(=O)C=O.N[C@@H](C)CO.CC1C=CC(N2N=CC=N2)=C(C=1)C(O)=O.[CH3:28][C@H:29]1[CH2:33][O:32][CH:31]([C:34]([O:36][CH2:37][CH3:38])=[O:35])[N:30]1[C:39](=[O:52])[C:40]1[CH:45]=[C:44]([CH3:46])[CH:43]=[CH:42][C:41]=1[N:47]1[N:51]=[CH:50][CH:49]=[N:48]1. Product: [CH3:28][C@H:29]1[CH2:33][O:32][C@@H:31]([C:34]([O:36][CH2:37][CH3:38])=[O:35])[N:30]1[C:39](=[O:52])[C:40]1[CH:45]=[C:44]([CH3:46])[CH:43]=[CH:42][C:41]=1[N:47]1[N:51]=[CH:50][CH:49]=[N:48]1. The catalyst class is: 11. (2) Product: [C:31]([CH2:6][C:7]1[C:26]([O:27][CH:28]([CH3:30])[CH3:29])=[CH:25][C:10]2[C:11]([C:21]([NH:22][CH3:23])=[O:24])=[C:12]([C:14]3[CH:19]=[CH:18][C:17]([F:20])=[CH:16][CH:15]=3)[O:13][C:9]=2[CH:8]=1)#[N:32]. Reactant: CS(O[CH2:6][C:7]1[C:26]([O:27][CH:28]([CH3:30])[CH3:29])=[CH:25][C:10]2[C:11]([C:21](=[O:24])[NH:22][CH3:23])=[C:12]([C:14]3[CH:19]=[CH:18][C:17]([F:20])=[CH:16][CH:15]=3)[O:13][C:9]=2[CH:8]=1)(=O)=O.[C-:31]#[N:32].[Na+]. The catalyst class is: 18. (3) Reactant: CN1CCN(C2C=CC(N[CH:15]=[C:16]3[C:24]4[C:19](=[CH:20][C:21]([C:25]([C:27]5[CH:28]=[C:29]([NH:33][C:34]([C:36]6[C:40]([Cl:41])=[CH:39][N:38]([CH2:42][CH3:43])[N:37]=6)=[O:35])[CH:30]=[CH:31][CH:32]=5)=[O:26])=[CH:22][CH:23]=4)[NH:18][C:17]3=[O:44])=CC=2)CC1.C1COCC1.[NH2:50][C:51]1[CH:56]=[CH:55][C:54]([CH2:57][CH2:58][CH2:59][C:60]([OH:62])=[O:61])=[CH:53][CH:52]=1. Product: [Cl:41][C:40]1[C:36]([C:34]([NH:33][C:29]2[CH:28]=[C:27]([CH:32]=[CH:31][CH:30]=2)[C:25]([C:21]2[CH:20]=[C:19]3[C:24]([C:16](=[CH:15][NH:50][C:51]4[CH:52]=[CH:53][C:54]([CH2:57][CH2:58][CH2:59][C:60]([OH:62])=[O:61])=[CH:55][CH:56]=4)[C:17](=[O:44])[NH:18]3)=[CH:23][CH:22]=2)=[O:26])=[O:35])=[N:37][N:38]([CH2:42][CH3:43])[CH:39]=1. The catalyst class is: 521. (4) The catalyst class is: 9. Product: [CH2:1]([C:5]1[N:6]=[C:7]([C:21]2[CH:26]=[CH:25][C:24]([C:27]([F:30])([F:29])[F:28])=[CH:23][CH:22]=2)[S:8][C:9]=1[CH2:10][O:11][C:12]1[CH:19]=[CH:18][C:15]([C:16]#[N:17])=[C:14]([S:32][CH3:31])[CH:13]=1)[CH2:2][CH2:3][CH3:4]. Reactant: [CH2:1]([C:5]1[N:6]=[C:7]([C:21]2[CH:26]=[CH:25][C:24]([C:27]([F:30])([F:29])[F:28])=[CH:23][CH:22]=2)[S:8][C:9]=1[CH2:10][O:11][C:12]1[CH:19]=[CH:18][C:15]([C:16]#[N:17])=[C:14](F)[CH:13]=1)[CH2:2][CH2:3][CH3:4].[CH3:31][S-:32].[Na+].O. (5) Reactant: [OH:1][C:2]1[CH:3]=[C:4]2[C:9](=[CH:10][CH:11]=1)[N:8]=[CH:7][NH:6][C:5]2=[O:12].N1[CH:18]=[CH:17]C=CC=1.[OH2:19]. Product: [C:17]([O:1][C:2]1[CH:3]=[C:4]2[C:9](=[CH:10][CH:11]=1)[N:8]=[CH:7][NH:6][C:5]2=[O:12])(=[O:19])[CH3:18]. The catalyst class is: 152. (6) Reactant: [NH:1]1[CH2:5][CH2:4][NH:3][C:2]1=[O:6].[H-].[Na+].Br[CH2:10][C:11]1[CH:16]=[CH:15][CH:14]=[CH:13][CH:12]=1.O. Product: [CH2:10]([N:1]1[CH2:5][CH2:4][NH:3][C:2]1=[O:6])[C:11]1[CH:16]=[CH:15][CH:14]=[CH:13][CH:12]=1. The catalyst class is: 3. (7) Reactant: [CH3:1][CH:2]1[CH:10]2[CH:6]([N:7]([C:12]([O:14][C:15]([CH3:18])([CH3:17])[CH3:16])=[O:13])[C:8](=[O:11])[O:9]2)[CH:5]=[C:4]([C:19]2[CH:24]=[CH:23][N:22]=[CH:21][C:20]=2[N+:25]([O-])=O)[CH2:3]1. Product: [NH2:25][C:20]1[CH:21]=[N:22][CH:23]=[CH:24][C:19]=1[CH:4]1[CH2:5][CH:6]2[N:7]([C:12]([O:14][C:15]([CH3:17])([CH3:16])[CH3:18])=[O:13])[C:8](=[O:11])[O:9][CH:10]2[CH:2]([CH3:1])[CH2:3]1. The catalyst class is: 381.